This data is from Forward reaction prediction with 1.9M reactions from USPTO patents (1976-2016). The task is: Predict the product of the given reaction. (1) The product is: [Cl:1][C:2]1[CH:3]=[CH:4][C:5]([N:8]2[CH2:9][CH2:10][N:11]([C:14]3[N:15]=[C:16]([N:24]4[CH2:28][C@H:27]([OH:29])[CH2:26][C@H:25]4[C:30]([NH2:36])=[O:31])[C:17]4[S:22](=[O:23])[CH2:21][CH2:20][C:18]=4[N:19]=3)[CH2:12][CH2:13]2)=[CH:6][CH:7]=1. Given the reactants [Cl:1][C:2]1[CH:7]=[CH:6][C:5]([N:8]2[CH2:13][CH2:12][N:11]([C:14]3[N:15]=[C:16]([N:24]4[CH2:28][C@H:27]([OH:29])[CH2:26][C@H:25]4[C:30](O)=[O:31])[C:17]4[S:22](=[O:23])[CH2:21][CH2:20][C:18]=4[N:19]=3)[CH2:10][CH2:9]2)=[CH:4][CH:3]=1.C([N:36](C(C)C)CC)(C)C.N.O, predict the reaction product. (2) Given the reactants [Br:1][C:2]1[CH:3]=[C:4]2[C:9](=[C:10]([Br:12])[CH:11]=1)[NH:8][C:7](=[O:13])[C:6]([C:15]1[CH:20]=[CH:19][C:18]([O:21][CH3:22])=[C:17]([N+:23]([O-])=O)[CH:16]=1)([CH3:14])[C:5]2=[O:26], predict the reaction product. The product is: [NH2:23][C:17]1[CH:16]=[C:15]([C:6]2([CH3:14])[C:5](=[O:26])[C:4]3[C:9](=[C:10]([Br:12])[CH:11]=[C:2]([Br:1])[CH:3]=3)[NH:8][C:7]2=[O:13])[CH:20]=[CH:19][C:18]=1[O:21][CH3:22]. (3) Given the reactants Cl[C:2]1[N:7]=[CH:6][N:5]=[C:4]([NH:8][C:9]2[CH:14]=[CH:13][CH:12]=[C:11]([O:15][CH3:16])[CH:10]=2)[CH:3]=1.[CH2:17]([CH2:19][NH2:20])[OH:18].CCN(C(C)C)C(C)C, predict the reaction product. The product is: [CH3:16][O:15][C:11]1[CH:10]=[C:9]([NH:8][C:4]2[N:5]=[CH:6][N:7]=[C:2]([NH:20][CH2:19][CH2:17][OH:18])[CH:3]=2)[CH:14]=[CH:13][CH:12]=1. (4) Given the reactants [CH3:1][O:2][C:3]1[CH:18]=[CH:17][C:6]([CH2:7][N:8]2[CH2:14][CH2:13][CH2:12][O:11][CH:10]([CH3:15])[C:9]2=O)=[CH:5][CH:4]=1.CO.[OH-].[Na+], predict the reaction product. The product is: [CH3:1][O:2][C:3]1[CH:4]=[CH:5][C:6]([CH2:7][N:8]2[CH2:14][CH2:13][CH2:12][O:11][CH:10]([CH3:15])[CH2:9]2)=[CH:17][CH:18]=1. (5) The product is: [CH2:31]([O:33][C:34](=[O:49])[C:35]1[CH:40]=[CH:39][CH:38]=[C:37]([CH2:11][C:12]2[O:16][N:15]=[C:14]([CH2:17][O:18][C:19]3[CH:24]=[CH:23][C:22]([C:25](=[O:27])[CH3:26])=[C:21]([OH:28])[C:20]=3[Cl:29])[N:13]=2)[CH:36]=1)[CH3:32]. Given the reactants C(OC(=O)C1C=CC([CH2:11][C:12]2[O:16][N:15]=[C:14]([CH2:17][O:18][C:19]3[CH:24]=[CH:23][C:22]([C:25](=[O:27])[CH3:26])=[C:21]([OH:28])[C:20]=3[Cl:29])[N:13]=2)=CC=1)C.[CH2:31]([O:33][C:34](=[O:49])[C:35]1[CH:40]=[CH:39][CH:38]=[C:37](CC2ON=C(CO)N=2)[CH:36]=1)[CH3:32], predict the reaction product. (6) Given the reactants C(OC(=O)[NH:7][C@H:8]1[CH2:13][CH2:12][CH2:11][N:10]([C:14]2[CH:19]=[CH:18][C:17]([NH:20][C:21]3[C:30]4[C:25](=[CH:26][CH:27]=[C:28]([C:31]5[CH:36]=[C:35]([Cl:37])[C:34]([OH:38])=[C:33]([Cl:39])[CH:32]=5)[N:29]=4)[N:24]=[CH:23][C:22]=3[C:40](=[O:43])[CH2:41][CH3:42])=[CH:16][N:15]=2)[CH2:9]1)(C)(C)C.C(O)(C(F)(F)F)=O, predict the reaction product. The product is: [ClH:37].[ClH:37].[ClH:37].[NH2:7][C@H:8]1[CH2:13][CH2:12][CH2:11][N:10]([C:14]2[N:15]=[CH:16][C:17]([NH:20][C:21]3[C:30]4[C:25](=[CH:26][CH:27]=[C:28]([C:31]5[CH:32]=[C:33]([Cl:39])[C:34]([OH:38])=[C:35]([Cl:37])[CH:36]=5)[N:29]=4)[N:24]=[CH:23][C:22]=3[C:40](=[O:43])[CH2:41][CH3:42])=[CH:18][CH:19]=2)[CH2:9]1. (7) Given the reactants C(OC(N[C:9]1[CH:10]=[CH:11][C:12](O)=[C:13]([CH:17]=1)C(O)=O)=O)(C)(C)C.OS(O)(=O)=O.[CH2:24]([Cl:26])[Cl:25], predict the reaction product. The product is: [CH2:24]([Cl:26])[Cl:25].[CH3:11][CH2:10][CH2:9][CH2:17][CH2:13][CH3:12]. (8) Given the reactants Cl[C:2]1[N:7]=[C:6]([C:8]2[S:12][C:11]([CH:13]3[CH2:18][CH2:17][O:16][CH2:15][CH2:14]3)=[N:10][C:9]=2[C:19]2[C:20]([F:34])=[C:21]([NH:25][S:26]([C:29]3[CH:33]=[CH:32][O:31][CH:30]=3)(=[O:28])=[O:27])[CH:22]=[CH:23][CH:24]=2)[CH:5]=[CH:4][N:3]=1.[CH2:35]([CH2:37][NH2:38])[OH:36].CO, predict the reaction product. The product is: [F:34][C:20]1[C:19]([C:9]2[N:10]=[C:11]([CH:13]3[CH2:18][CH2:17][O:16][CH2:15][CH2:14]3)[S:12][C:8]=2[C:6]2[CH:5]=[CH:4][N:3]=[C:2]([NH:38][CH2:37][CH2:35][OH:36])[N:7]=2)=[CH:24][CH:23]=[CH:22][C:21]=1[NH:25][S:26]([C:29]1[CH:33]=[CH:32][O:31][CH:30]=1)(=[O:28])=[O:27].